Predict the product of the given reaction. From a dataset of Forward reaction prediction with 1.9M reactions from USPTO patents (1976-2016). (1) Given the reactants C[CH:2]1[C:8](=[O:9])[NH:7][C:6]2[CH:10]=[CH:11][CH:12]=[CH:13][C:5]=2[C:4]2[CH:14]=[CH:15][CH:16]=[CH:17][C:3]1=2.[Si]([I:22])(C)(C)C.II, predict the reaction product. The product is: [I:22][N:7]1[C:8](=[O:9])[CH2:2][C:3]2[CH:17]=[CH:16][CH:15]=[CH:14][C:4]=2[C:5]2[CH:13]=[CH:12][CH:11]=[CH:10][C:6]1=2. (2) Given the reactants N[C:2]1[CH:3]=[CH:4][C:5]([CH3:26])=[C:6]([C:8]([C:10]2[CH:15]=[CH:14][C:13]([NH:16][C:17]3[CH:22]=[CH:21][C:20]([F:23])=[CH:19][C:18]=3[F:24])=[CH:12][C:11]=2[Cl:25])=[O:9])[CH:7]=1.Cl.N([O-])=O.[Na+].[I:32]I, predict the reaction product. The product is: [Cl:25][C:11]1[CH:12]=[C:13]([NH:16][C:17]2[CH:22]=[CH:21][C:20]([F:23])=[CH:19][C:18]=2[F:24])[CH:14]=[CH:15][C:10]=1[C:8]([C:6]1[CH:7]=[C:2]([I:32])[CH:3]=[CH:4][C:5]=1[CH3:26])=[O:9].